From a dataset of Full USPTO retrosynthesis dataset with 1.9M reactions from patents (1976-2016). Predict the reactants needed to synthesize the given product. (1) Given the product [NH2:8][C:5]1[N:6]=[CH:7][C:2]([C:3]2[CH:4]=[CH:5][C:19]([OH:22])=[CH:7][CH:2]=2)=[CH:3][C:4]=1[O:9][CH2:10][C:11]1[C:16]([Cl:17])=[CH:15][CH:14]=[CH:13][C:12]=1[Cl:18], predict the reactants needed to synthesize it. The reactants are: Br[C:2]1[CH:3]=[C:4]([O:9][CH2:10][C:11]2[C:16]([Cl:17])=[CH:15][CH:14]=[CH:13][C:12]=2[Cl:18])[C:5]([NH2:8])=[N:6][CH:7]=1.[C:19](=[O:22])([O-])[O-].[Na+].[Na+]. (2) The reactants are: [CH3:1][C:2]1([CH3:22])[C:7]([CH3:9])([CH3:8])[O:6][C:5](OC2C=CC([N+]([O-])=O)=CC=2)=[N:4][S:3]1(=[O:21])=[O:20].[CH:23]1([NH2:29])[CH2:28][CH2:27][CH2:26][CH2:25][CH2:24]1. Given the product [CH:23]1([NH:29][C:5]2[O:6][C:7]([CH3:8])([CH3:9])[C:2]([CH3:1])([CH3:22])[S:3](=[O:20])(=[O:21])[N:4]=2)[CH2:28][CH2:27][CH2:26][CH2:25][CH2:24]1, predict the reactants needed to synthesize it. (3) The reactants are: [CH2:1]([S:4](Cl)(=[O:6])=[O:5])[CH2:2][CH3:3].[C:8]([C:11]1[C:19]2[C:14](=[N:15][CH:16]=[C:17]([NH:20][C:21](=[O:37])[C:22]3[C:27]([F:28])=[CH:26][CH:25]=[C:24]([NH:29][S:30]([CH2:33][CH2:34][CH3:35])(=[O:32])=[O:31])[C:23]=3[F:36])[CH:18]=2)[NH:13][CH:12]=1)(=[O:10])[CH3:9]. Given the product [C:8]([C:11]1[C:19]2[C:14](=[N:15][CH:16]=[C:17]([NH:20][C:21](=[O:37])[C:22]3[C:27]([F:28])=[CH:26][CH:25]=[C:24]([N:29]([S:30]([CH2:33][CH2:34][CH3:35])(=[O:32])=[O:31])[S:4]([CH2:1][CH2:2][CH3:3])(=[O:6])=[O:5])[C:23]=3[F:36])[CH:18]=2)[N:13]([S:4]([CH2:1][CH2:2][CH3:3])(=[O:6])=[O:5])[CH:12]=1)(=[O:10])[CH3:9], predict the reactants needed to synthesize it. (4) Given the product [CH:24](=[C:28]1[CH2:29][CH:30]2[N:35]([CH2:2][CH2:3][CH2:4][N:5]3[C:10]4[CH:11]=[CH:12][CH:13]=[CH:14][C:9]=4[O:8][CH2:7][C:6]3=[O:15])[CH:33]([CH2:32][CH2:31]2)[CH2:34]1)[CH2:25][CH2:26][CH3:27], predict the reactants needed to synthesize it. The reactants are: Cl[CH2:2][CH2:3][CH2:4][N:5]1[C:10]2[CH:11]=[CH:12][CH:13]=[CH:14][C:9]=2[O:8][CH2:7][C:6]1=[O:15].C([O-])([O-])=O.[K+].[K+].[Na+].[I-].[CH:24](=[C:28]1[CH2:34][CH:33]2[NH:35][CH:30]([CH2:31][CH2:32]2)[CH2:29]1)[CH2:25][CH2:26][CH3:27]. (5) The reactants are: C([Li])CCC.[CH3:6][O:7][C:8]1[CH:9]=[C:10]([C:14]2[CH:19]=[CH:18][CH:17]=[C:16]([CH:20]3[S:25][CH2:24][CH2:23][CH2:22][S:21]3)[CH:15]=2)[CH:11]=[CH:12][CH:13]=1.CN1[C:32]2[CH:33]=[CH:34][C:35](C=O)=[CH:36][C:31]=2[O:30][CH2:29][CH2:28]1.[O:39]1CCC[CH2:40]1. Given the product [O:30]1[C:31]2[CH:32]=[CH:33][C:34]([CH:40]([C:20]3([C:16]4[CH:15]=[C:14]([C:10]5[CH:11]=[CH:12][CH:13]=[C:8]([O:7][CH3:6])[CH:9]=5)[CH:19]=[CH:18][CH:17]=4)[S:21][CH2:22][CH2:23][CH2:24][S:25]3)[OH:39])=[CH:35][C:36]=2[CH2:28][CH2:29]1, predict the reactants needed to synthesize it. (6) Given the product [O:11]1[C:10]2=[CH:9][CH:8]=[CH:7][C:3]([C:4]([OH:6])=[O:5])=[C:2]2[N:1]=[CH:12]1, predict the reactants needed to synthesize it. The reactants are: [NH2:1][C:2]1[C:10]([OH:11])=[CH:9][CH:8]=[CH:7][C:3]=1[C:4]([OH:6])=[O:5].[CH:12](OC)(OC)OC. (7) Given the product [CH3:1][O:2][C:3]([NH:5][C@H:6]([C:20]([NH:22][CH2:23][CH2:24][CH:25]([F:48])[CH2:26][C@@H:27]([C:43]([O:45][CH2:46][CH3:47])=[O:44])[NH2:28])=[O:21])[CH:7]([C:14]1[CH:15]=[CH:16][CH:17]=[CH:18][CH:19]=1)[C:8]1[CH:13]=[CH:12][CH:11]=[CH:10][CH:9]=1)=[O:4], predict the reactants needed to synthesize it. The reactants are: [CH3:1][O:2][C:3]([NH:5][C@H:6]([C:20]([NH:22][CH2:23][CH2:24][CH:25]([F:48])[CH2:26][C@@H:27]([C:43]([O:45][CH2:46][CH3:47])=[O:44])[N:28](C(OC(C)(C)C)=O)C(OC(C)(C)C)=O)=[O:21])[CH:7]([C:14]1[CH:19]=[CH:18][CH:17]=[CH:16][CH:15]=1)[C:8]1[CH:13]=[CH:12][CH:11]=[CH:10][CH:9]=1)=[O:4].C1(OC)C=CC=CC=1.C(O)(C(F)(F)F)=O.C([O-])(O)=O.[Na+]. (8) The reactants are: [C:1]([C:5]1[N:10]=[C:9](O)[CH:8]=[C:7]([CH:12]2[CH2:14][CH2:13]2)[N:6]=1)([CH3:4])([CH3:3])[CH3:2].O=P(Cl)(Cl)[Cl:17]. Given the product [C:1]([C:5]1[N:10]=[C:9]([Cl:17])[CH:8]=[C:7]([CH:12]2[CH2:14][CH2:13]2)[N:6]=1)([CH3:4])([CH3:3])[CH3:2], predict the reactants needed to synthesize it. (9) The reactants are: [NH2:1][C:2]1[C:10]2[C:5](=[CH:6][CH:7]=[CH:8][C:9]=2[F:11])[C:4]([C:19]2[CH:20]=[C:21]([CH:28]([F:30])[F:29])[C:22](=[O:27])[N:23]([CH2:25][CH3:26])[CH:24]=2)([C:12]2[CH:17]=[CH:16][CH:15]=[C:14](Br)[CH:13]=2)[N:3]=1.[C:31]([C:34]1[CH:35]=[C:36](B(O)O)[CH:37]=[N:38][CH:39]=1)#[C:32][CH3:33]. Given the product [NH2:1][C:2]1[C:10]2[C:5](=[CH:6][CH:7]=[CH:8][C:9]=2[F:11])[C:4]([C:19]2[CH:20]=[C:21]([CH:28]([F:30])[F:29])[C:22](=[O:27])[N:23]([CH2:25][CH3:26])[CH:24]=2)([C:12]2[CH:17]=[CH:16][CH:15]=[C:14]([C:36]3[CH:37]=[N:38][CH:39]=[C:34]([C:31]#[C:32][CH3:33])[CH:35]=3)[CH:13]=2)[N:3]=1, predict the reactants needed to synthesize it.